This data is from Forward reaction prediction with 1.9M reactions from USPTO patents (1976-2016). The task is: Predict the product of the given reaction. (1) Given the reactants [N:1]([C:4]1[CH:5]=[C:6]([CH:11]=[CH:12][CH:13]=1)[C:7]([O:9][CH3:10])=[O:8])=[C:2]=[S:3].[N+]([O-])(O)=O.[CH3:18][C:19]1[CH:23]=[C:22]([CH3:24])[N:21]([C:25]([NH2:27])=[NH:26])[N:20]=1.[OH-].[K+], predict the reaction product. The product is: [CH3:18][C:19]1[CH:23]=[C:22]([CH3:24])[N:21]([C:25](=[NH:26])[NH:27][C:2](=[S:3])[NH:1][C:4]2[CH:5]=[C:6]([CH:11]=[CH:12][CH:13]=2)[C:7]([O:9][CH3:10])=[O:8])[N:20]=1. (2) Given the reactants [F:1][C:2]1[CH:3]=[C:4]([CH2:9][C:10]([OH:12])=O)[CH:5]=[C:6]([F:8])[CH:7]=1.Cl.N[C@H](C([C:19]1([NH2:34])[C:25](=[O:26])[N:24]([CH3:27])[C:23]2[CH:28]=[CH:29][CH:30]=[CH:31][C:22]=2[N:21]([CH3:32])[C:20]1=[O:33])=O)C, predict the reaction product. The product is: [F:8][C:6]1[CH:5]=[C:4]([CH2:9][C:10]([NH:34][C@H:19]([C:25]([NH:34][CH:19]2[C:20](=[O:33])[N:21]([CH3:32])[C:22]3[CH:31]=[CH:30][CH:29]=[CH:28][C:23]=3[N:24]([CH3:27])[C:25]2=[O:26])=[O:26])[CH3:20])=[O:12])[CH:3]=[C:2]([F:1])[CH:7]=1. (3) Given the reactants [CH2:1]([C:3]1[CH:8]=[C:7]([CH3:9])[NH:6][C:5](=[O:10])[C:4]=1[C:11]#[N:12])[CH3:2].C(N(CC)CC)C.[C:20](O[C:20]([O:22][C:23]([CH3:26])([CH3:25])[CH3:24])=[O:21])([O:22][C:23]([CH3:26])([CH3:25])[CH3:24])=[O:21], predict the reaction product. The product is: [C:23]([O:22][C:20](=[O:21])[NH:12][CH2:11][C:4]1[C:5](=[O:10])[NH:6][C:7]([CH3:9])=[CH:8][C:3]=1[CH2:1][CH3:2])([CH3:26])([CH3:25])[CH3:24]. (4) Given the reactants [Cl:1][C:2]1[CH:9]=[CH:8][C:5]([C:6]#[N:7])=[C:4]([O:10][C:11]2[CH:16]=[CH:15][CH:14]=[C:13]([CH2:17]Cl)[C:12]=2[CH2:19][CH3:20])[CH:3]=1.[CH3:21][NH2:22].[C:23]([OH:30])(=[O:29])/[CH:24]=[CH:25]/[C:26]([OH:28])=[O:27], predict the reaction product. The product is: [C:23]([OH:30])(=[O:29])/[CH:24]=[CH:25]/[C:26]([OH:28])=[O:27].[Cl:1][C:2]1[CH:9]=[CH:8][C:5]([C:6]#[N:7])=[C:4]([O:10][C:11]2[CH:16]=[CH:15][CH:14]=[C:13]([CH2:17][NH:22][CH3:21])[C:12]=2[CH2:19][CH3:20])[CH:3]=1. (5) Given the reactants [N:1]([O-])=O.[Na+].[NH2:5][C:6]1[CH:7]=[CH:8][C:9]([F:12])=[N:10][CH:11]=1.[Sn](Cl)Cl.[OH-].[K+], predict the reaction product. The product is: [F:12][C:9]1[N:10]=[CH:11][C:6]([NH:5][NH2:1])=[CH:7][CH:8]=1. (6) Given the reactants [H-].[Na+].[Cl:3][C:4]1[CH:5]=[CH:6][C:7]([O:13][CH3:14])=[C:8]([C:10](=[O:12])[CH3:11])[CH:9]=1.[C:15](=O)([O:19]CC)[O:16][CH2:17][CH3:18].C(OCC)C, predict the reaction product. The product is: [Cl:3][C:4]1[CH:5]=[CH:6][C:7]([O:13][CH3:14])=[C:8]([C:10](=[O:12])[CH2:11][C:15]([O:16][CH2:17][CH3:18])=[O:19])[CH:9]=1.